From a dataset of Reaction yield outcomes from USPTO patents with 853,638 reactions. Predict the reaction yield, written as a fraction of the theoretical maximum amount of product (1.0 means a 100% yield; for example, 0.34 means a 34% yield). (1) The reactants are [CH3:1][CH:2]1[CH2:8][C:7](=O)[NH:6][C:5]2[CH:10]=[CH:11][CH:12]=[CH:13][C:4]=2[NH:3]1.P12(SP3(SP(SP(S3)(S1)=S)(=S)S2)=S)=[S:15].O. The catalyst is N1C=CC=CC=1. The product is [CH3:1][CH:2]1[CH2:8][C:7](=[S:15])[NH:6][C:5]2[CH:10]=[CH:11][CH:12]=[CH:13][C:4]=2[NH:3]1. The yield is 0.830. (2) The reactants are Cl.C(O[C:5]([C:7]1[CH:8]=[C:9]2[C:13](=[CH:14][CH:15]=1)[NH:12][N:11]=[C:10]2[C:16]1[CH:21]=[CH:20][C:19]([F:22])=[CH:18][CH:17]=1)=[NH:6])C.[NH2:23][NH:24][C:25](=O)[CH2:26][N:27]([CH3:29])[CH3:28].C(N(CC)CC)C. The catalyst is C(O)C. The product is [F:22][C:19]1[CH:20]=[CH:21][C:16]([C:10]2[C:9]3[C:13](=[CH:14][CH:15]=[C:7]([C:5]4[NH:6][C:25]([CH2:26][N:27]([CH3:29])[CH3:28])=[N:24][N:23]=4)[CH:8]=3)[NH:12][N:11]=2)=[CH:17][CH:18]=1. The yield is 0.230. (3) The reactants are [N+:1]([C:4]1[CH:13]=[C:12]([C:14]([F:17])([F:16])[F:15])[CH:11]=[CH:10][C:5]=1[C:6]([NH:8][NH2:9])=O)([O-])=O.N1C=CC=CC=1.C(N(CC)CC)C.I.[O:32]1[C:36]2[CH:37]=[CH:38][C:39]([NH:41][C:42](=[NH:45])SC)=[CH:40][C:35]=2[O:34][CH2:33]1. The catalyst is O. The product is [NH2:1][C:4]1[CH:13]=[C:12]([C:14]([F:17])([F:16])[F:15])[CH:11]=[CH:10][C:5]=1[C:6]1[NH:45][C:42]([NH:41][C:39]2[CH:38]=[CH:37][C:36]3[O:32][CH2:33][O:34][C:35]=3[CH:40]=2)=[N:9][N:8]=1. The yield is 0.680. (4) The reactants are CO.[Br:3][C:4]1[CH:5]=[C:6]([C:10]([NH:12][CH2:13][CH2:14]CO)=[O:11])[NH:7][C:8]=1[Br:9].C1(C)C=CC(S(Cl)(=O)=O)=CC=1.C(N(CC)CC)C. The catalyst is C1COCC1. The product is [Br:9][C:8]1[NH:7][C:6]([C:10]2[O:11][CH2:14][CH2:13][N:12]=2)=[CH:5][C:4]=1[Br:3]. The yield is 0.630. (5) The reactants are Br[C:2]1[CH:38]=[CH:37][C:5]([CH2:6][N:7]2[C:11]3[CH:12]=[CH:13][C:14]([O:16][CH2:17][C:18]4[CH:27]=[CH:26][C:25]5[C:20](=[CH:21][CH:22]=[CH:23][CH:24]=5)[N:19]=4)=[CH:15][C:10]=3[N:9]=[C:8]2[CH2:28][C:29]([CH3:36])([CH3:35])[C:30]([O:32]CC)=[O:31])=[CH:4][CH:3]=1.[NH:39]1[CH2:42][CH2:41][CH2:40]1.CC(P(C(C)(C)C)C1C(C2C=CC=CC=2)=CC=CC=1)(C)C.CC([O-])(C)C.[K+]. The catalyst is C1C=CC(/C=C/C(/C=C/C2C=CC=CC=2)=O)=CC=1.C1C=CC(/C=C/C(/C=C/C2C=CC=CC=2)=O)=CC=1.C1C=CC(/C=C/C(/C=C/C2C=CC=CC=2)=O)=CC=1.[Pd].[Pd]. The product is [N:39]1([C:2]2[CH:3]=[CH:4][C:5]([CH2:6][N:7]3[C:11]4[CH:12]=[CH:13][C:14]([O:16][CH2:17][C:18]5[CH:27]=[CH:26][C:25]6[C:20](=[CH:21][CH:22]=[CH:23][CH:24]=6)[N:19]=5)=[CH:15][C:10]=4[N:9]=[C:8]3[CH2:28][C:29]([CH3:36])([CH3:35])[C:30]([OH:32])=[O:31])=[CH:37][CH:38]=2)[CH2:42][CH2:41][CH2:40]1. The yield is 0.300. (6) The reactants are [C-:1]#[N:2].[K+].Cl[CH2:5][CH2:6][C:7]1[CH:8]=[C:9]2[C:13](=[CH:14][CH:15]=1)[NH:12][C:11](=[O:16])[CH2:10]2. The catalyst is CS(C)=O. The product is [C:1]([CH2:5][CH2:6][C:7]1[CH:8]=[C:9]2[C:13](=[CH:14][CH:15]=1)[NH:12][C:11](=[O:16])[CH2:10]2)#[N:2]. The yield is 0.420. (7) The reactants are [F:1][C:2]1[CH:3]=[C:4]([C:11]2[CH:16]=[CH:15][C:14]([C:17]([CH:19]3[CH2:23][CH2:22][CH2:21][CH:20]3[C:24]([O:26][CH3:27])=[O:25])=[O:18])=[CH:13][CH:12]=2)[CH:5]=[CH:6][C:7]=1[NH:8]C=O.Cl. The catalyst is CO. The product is [NH2:8][C:7]1[CH:6]=[CH:5][C:4]([C:11]2[CH:12]=[CH:13][C:14]([C:17]([CH:19]3[CH2:23][CH2:22][CH2:21][CH:20]3[C:24]([O:26][CH3:27])=[O:25])=[O:18])=[CH:15][CH:16]=2)=[CH:3][C:2]=1[F:1]. The yield is 0.890. (8) The reactants are [CH3:1][NH:2][C:3]1[CH:12]=[CH:11][C:10]2[CH2:9][CH2:8][CH2:7][CH2:6][C:5]=2[C:4]=1[N+:13]([O-])=O.[H][H]. The catalyst is CO.[Pd]. The product is [CH3:1][NH:2][C:3]1[C:4]([NH2:13])=[C:5]2[C:10](=[CH:11][CH:12]=1)[CH2:9][CH2:8][CH2:7][CH2:6]2. The yield is 0.610.